Task: Predict the reactants needed to synthesize the given product.. Dataset: Full USPTO retrosynthesis dataset with 1.9M reactions from patents (1976-2016) (1) Given the product [Cl:27][C:28]1[CH:33]=[CH:32][CH:31]=[CH:30][C:29]=1[S:34]([NH:1][C:2]1[CH:3]=[C:4]([CH2:11][N:12]2[C@H:17]([CH3:18])[CH2:16][N:15]([C:19]([O:21][C:22]([CH3:24])([CH3:23])[CH3:25])=[O:20])[C@@H:14]([CH3:26])[CH2:13]2)[C:5]2[O:9][CH:8]=[CH:7][C:6]=2[CH:10]=1)(=[O:36])=[O:35], predict the reactants needed to synthesize it. The reactants are: [NH2:1][C:2]1[CH:3]=[C:4]([CH2:11][N:12]2[C@H:17]([CH3:18])[CH2:16][N:15]([C:19]([O:21][C:22]([CH3:25])([CH3:24])[CH3:23])=[O:20])[C@@H:14]([CH3:26])[CH2:13]2)[C:5]2[O:9][CH:8]=[CH:7][C:6]=2[CH:10]=1.[Cl:27][C:28]1[CH:33]=[CH:32][CH:31]=[CH:30][C:29]=1[S:34](Cl)(=[O:36])=[O:35]. (2) Given the product [CH3:47][N:32]1[C:33](=[O:46])[C:34]2[CH:45]=[CH:44][CH:43]=[CH:42][C:35]=2[CH:36]([CH2:37][C:38]([O:40][CH3:41])=[O:39])[C:30]2[CH:29]=[CH:28][C:27]([O:13][CH2:12][CH2:11][CH2:10][CH2:9][NH:8][C:3]3[CH:4]=[CH:5][CH:6]=[CH:7][N+:2]=3[O-:1])=[CH:48][C:31]1=2, predict the reactants needed to synthesize it. The reactants are: [O-:1][N+:2]1[CH:7]=[CH:6][CH:5]=[CH:4][C:3]=1[NH:8][CH2:9][CH2:10][CH2:11][CH2:12][OH:13].N(C(OCC)=O)=NC(OCC)=O.O[C:27]1[CH:28]=[CH:29][C:30]2[CH:36]([CH2:37][C:38]([O:40][CH3:41])=[O:39])[C:35]3[CH:42]=[CH:43][CH:44]=[CH:45][C:34]=3[C:33](=[O:46])[N:32]([CH3:47])[C:31]=2[CH:48]=1.C1(P(C2C=CC=CC=2)C2C=CC=CC=2)C=CC=CC=1. (3) Given the product [CH3:18][N:16]1[C:17]2[C:9]3=[C:8]([O:19][C:20]4[N:25]=[CH:24][CH:23]=[CH:22][N:21]=4)[S:7][C:6]([C:4]([OH:5])=[O:3])=[C:10]3[CH2:11][CH2:12][C:13]=2[CH:14]=[N:15]1, predict the reactants needed to synthesize it. The reactants are: C([O:3][C:4]([C:6]1[S:7][C:8]([O:19][C:20]2[N:25]=[CH:24][CH:23]=[CH:22][N:21]=2)=[C:9]2[C:17]3[N:16]([CH3:18])[N:15]=[CH:14][C:13]=3[CH2:12][CH2:11][C:10]=12)=[O:5])C.[OH-].[K+].C(O)C.Cl. (4) Given the product [ClH:27].[NH2:1][C:2]([CH3:19])([CH2:10][C:11]1[CH:12]=[CH:13][C:14]([O:17][CH3:18])=[CH:15][CH:16]=1)[C:3]([OH:5])=[O:4], predict the reactants needed to synthesize it. The reactants are: [NH2:1][C:2]([CH3:19])([CH2:10][C:11]1[CH:16]=[CH:15][C:14]([O:17][CH3:18])=[CH:13][CH:12]=1)[C:3]([O:5]C(C)(C)C)=[O:4].C1(C)C=CC=CC=1.[ClH:27]. (5) Given the product [Cl:17][C:18]1[C:19]([C:2]2[CH:3]=[CH:4][CH:5]=[C:6]([NH:8][CH2:9][C:10]3[CH:15]=[CH:14][CH:13]=[C:12]([F:16])[CH:11]=3)[N:7]=2)=[CH:20][C:21]([F:24])=[N:22][CH:23]=1, predict the reactants needed to synthesize it. The reactants are: Br[C:2]1[N:7]=[C:6]([NH:8][CH2:9][C:10]2[CH:15]=[CH:14][CH:13]=[C:12]([F:16])[CH:11]=2)[CH:5]=[CH:4][CH:3]=1.[Cl:17][C:18]1[C:19](B(O)O)=[CH:20][C:21]([F:24])=[N:22][CH:23]=1.COCCOC.C(=O)([O-])[O-].[Na+].[Na+]. (6) Given the product [NH:40]1[C:41]2[C:37](=[C:36]([C:2]3[N:3]=[C:4]([N:14]4[CH2:48][CH2:52][O:51][CH2:50][CH2:49]4)[C:5]4[S:10][C:9]([CH2:11][N:12]([CH3:13])[C:24](=[O:23])[CH2:25][OH:26])=[CH:8][C:6]=4[N:7]=3)[CH:44]=[CH:43][CH:42]=2)[CH:38]=[N:39]1, predict the reactants needed to synthesize it. The reactants are: Cl[C:2]1[N:3]=[C:4]([N:14]2CCOCC2)[C:5]2[S:10][C:9]([CH2:11][NH:12][CH3:13])=[CH:8][C:6]=2[N:7]=1.C([O:23][CH2:24][C:25](Cl)=[O:26])(=O)C.CC1(C)C(C)(C)OB([C:36]2[CH:44]=[CH:43][CH:42]=[C:41]3[C:37]=2[CH:38]=[N:39][NH:40]3)O1.[Li+].[OH-].[CH2:48]1[CH2:52][O:51][CH2:50][CH2:49]1. (7) The reactants are: [CH3:1][Si:2]([CH3:12])([CH3:11])[C:3]1[CH:4]=[C:5](CO)[CH:6]=[N:7][CH:8]=1.[C:13]([N:20]1[CH:24]=[CH:23]N=[CH:21]1)(N1C=CN=C1)=[O:14].CC([N:29]([C:33]1[CH:38]=[CH:37][C:36]([C:39]2[CH:44]=[CH:43][CH:42]=[CH:41][CH:40]=2)=[CH:35][C:34]=1[NH:45][C:46]([C:48]1[CH:53]=[CH:52]C(CN)=[CH:50][CH:49]=1)=[O:47])C(=O)[O-])(C)C.C1CCN2C(=NCCC2)CC1.C(N(CC)CC)C.C1C[O:77]CC1. Given the product [CH3:12][Si:2]([CH3:1])([CH3:11])[C:3]1[CH:4]=[C:5]([O:77][C:13](=[O:14])[N:20]([CH3:21])[CH2:24][C:23]2[CH:52]=[CH:53][C:48]([C:46]([NH:45][C:34]3[CH:35]=[C:36]([C:39]4[CH:44]=[CH:43][CH:42]=[CH:41][CH:40]=4)[CH:37]=[CH:38][C:33]=3[NH2:29])=[O:47])=[CH:49][CH:50]=2)[CH:6]=[N:7][CH:8]=1, predict the reactants needed to synthesize it.